This data is from Forward reaction prediction with 1.9M reactions from USPTO patents (1976-2016). The task is: Predict the product of the given reaction. (1) Given the reactants [CH3:1][O:2][C:3]1[CH:8]=[C:7]([O:9][CH3:10])[CH:6]=[C:5]([C:11]([F:14])([F:13])[F:12])[C:4]=1[C:15](=O)[CH3:16], predict the reaction product. The product is: [CH2:15]([C:4]1[C:5]([C:11]([F:12])([F:13])[F:14])=[CH:6][C:7]([O:9][CH3:10])=[CH:8][C:3]=1[O:2][CH3:1])[CH3:16]. (2) Given the reactants Cl.N1C=CC=CC=1.[C:8]([C:10]1[S:11][C:12]2[CH:18]=[C:17]([O:19]C)[CH:16]=[CH:15][C:13]=2[N:14]=1)#[N:9], predict the reaction product. The product is: [C:8]([C:10]1[S:11][C:12]2[CH:18]=[C:17]([OH:19])[CH:16]=[CH:15][C:13]=2[N:14]=1)#[N:9]. (3) Given the reactants [Cl:1][C:2]1[C:3]([O:13][CH3:14])=[C:4]([C:9]([OH:12])=[CH:10][CH:11]=1)[C:5]([O:7][CH3:8])=[O:6].C1C(=O)N([Br:22])C(=O)C1, predict the reaction product. The product is: [Br:22][C:10]1[C:9]([OH:12])=[C:4]([C:3]([O:13][CH3:14])=[C:2]([Cl:1])[CH:11]=1)[C:5]([O:7][CH3:8])=[O:6]. (4) Given the reactants C(OC[N:10]1[C:18]2[C:17]([O:19]C)=[N:16][CH:15]=[N:14][C:13]=2[C:12]([C@@H:21]2[N:25](C(OC(C)(C)C)=O)[C@@H:24]3[CH2:33][O:34][Si](C(C)C)(C(C)C)O[Si](C(C)C)(C(C)C)[O:38][C@H:23]3[C@@H:22]2[OH:51])=[CH:11]1)C1C=CC=CC=1.[ClH:52], predict the reaction product. The product is: [ClH:52].[OH:51][C@H:22]1[C@H:23]([OH:38])[C@@H:24]([CH2:33][OH:34])[NH:25][C@H:21]1[C:12]1[C:13]2[N:14]=[CH:15][NH:16][C:17](=[O:19])[C:18]=2[NH:10][CH:11]=1. (5) Given the reactants I([O-])(=O)(=O)=O.[Na+].OC[C:9]1([OH:20])[CH:15]=[CH:14][C:13]2[CH:16]=[CH:17][CH:18]=[CH:19][C:12]=2[O:11][CH2:10]1, predict the reaction product. The product is: [O:11]1[C:12]2[CH:19]=[CH:18][CH:17]=[CH:16][C:13]=2[CH:14]=[CH:15][C:9](=[O:20])[CH2:10]1. (6) Given the reactants [C:1]1([CH2:7][O:8][C:9]2[CH:10]=[CH:11][C:12](C(=O)C)=[C:13]3[C:18]=2[NH:17][C:16](=[O:19])[CH:15]=[CH:14]3)[CH:6]=[CH:5][CH:4]=[CH:3][CH:2]=1.[C:23]([OH:26])(=O)[CH3:24].I([Cl:30])(=O)=O.I(Cl)(=O)=O.C([N+](C)(C)C)C1C=CC=CC=1, predict the reaction product. The product is: [Cl:30][CH2:24][C:23]([N:17]1[C:18]2[C:13](=[CH:12][CH:11]=[CH:10][C:9]=2[O:8][CH2:7][C:1]2[CH:2]=[CH:3][CH:4]=[CH:5][CH:6]=2)[CH:14]=[CH:15][C:16]1=[O:19])=[O:26]. (7) Given the reactants [Br:1][CH2:2][CH2:3][NH:4][C:5]([S:7][C:8]1[CH:21]=[CH:20][CH:19]=[CH:18][C:9]=1[C:10]([NH:12][C:13](=[O:17])[CH2:14][CH2:15][NH2:16])=[O:11])=[O:6].[N:22]1[CH:27]=[CH:26][CH:25]=[CH:24][CH:23]=1, predict the reaction product. The product is: [N+:22]1([CH2:2][CH2:3][NH:4][C:5]([S:7][C:8]2[CH:21]=[CH:20][CH:19]=[CH:18][C:9]=2[C:10]([NH:12][C:13](=[O:17])[CH2:14][CH2:15][NH2:16])=[O:11])=[O:6])[CH:27]=[CH:26][CH:25]=[CH:24][CH:23]=1.[Br-:1]. (8) Given the reactants C(=O)([O-])[O-].[Cs+].[Cs+].[I-].[K+].I[CH:10]([OH:12])[CH3:11].[F:13][C:14]1[CH:37]=[CH:36][CH:35]=[C:34]([F:38])[C:15]=1[CH2:16][O:17][C:18]1[C:19]2[N:20]([C:25]([C:29]3[CH:30]=[N:31][NH:32][CH:33]=3)=[C:26]([CH3:28])[N:27]=2)[CH:21]=[C:22]([CH3:24])[CH:23]=1, predict the reaction product. The product is: [F:13][C:14]1[CH:37]=[CH:36][CH:35]=[C:34]([F:38])[C:15]=1[CH2:16][O:17][C:18]1[C:19]2[N:20]([C:25]([C:29]3[CH:33]=[N:32][N:31]([CH2:11][CH2:10][OH:12])[CH:30]=3)=[C:26]([CH3:28])[N:27]=2)[CH:21]=[C:22]([CH3:24])[CH:23]=1.